This data is from Full USPTO retrosynthesis dataset with 1.9M reactions from patents (1976-2016). The task is: Predict the reactants needed to synthesize the given product. (1) Given the product [C:1]1([C:24]2[CH:29]=[CH:28][CH:27]=[CH:26][CH:25]=2)[CH:2]=[CH:3][C:4]([CH2:7][N:8]2[C:13](=[O:14])[C:12]([C:50]([NH:51][CH2:65][C:66]([OH:68])=[O:67])=[O:76])=[C:11]([OH:15])[N:10]=[C:9]2[C:16]2[C:21]([Cl:22])=[CH:20][CH:19]=[CH:18][C:17]=2[Cl:23])=[CH:5][CH:6]=1, predict the reactants needed to synthesize it. The reactants are: [C:1]1([C:24]2[CH:29]=[CH:28][CH:27]=[CH:26][CH:25]=2)[CH:6]=[CH:5][C:4]([CH2:7][N:8]2[C:13](=[O:14])[CH:12]=[C:11]([OH:15])[N:10]=[C:9]2[C:16]2[C:21]([Cl:22])=[CH:20][CH:19]=[CH:18][C:17]=2[Cl:23])=[CH:3][CH:2]=1.[Cl-].C[Al+]C.CCCCCC.C1(C2C=CC([CH2:50][NH2:51])=CC=2)C=CC=CC=1.ClC1C=CC=C(Cl)C=1C#N.C(OCC)(=O)[CH2:65][C:66]([O:68]CC)=[O:67].C[O-:76].[Na+].CO. (2) Given the product [CH3:6][N:8]1[CH2:13][CH2:12][N:11]([CH:14]2[C:23]3[CH:22]=[C:21]([O:24][CH2:25][C:26]4[CH:31]=[CH:30][C:29]([N:32]5[CH2:33][CH2:34][O:35][CH2:36][CH2:37]5)=[CH:28][CH:27]=4)[CH:20]=[CH:19][C:18]=3[CH2:17][CH2:16][CH2:15]2)[CH2:10][CH2:9]1, predict the reactants needed to synthesize it. The reactants are: C(O[C:6]([N:8]1[CH2:13][CH2:12][N:11]([CH:14]2[C:23]3[C:18](=[CH:19][CH:20]=[C:21]([O:24][CH2:25][C:26]4[CH:31]=[CH:30][C:29]([N:32]5[CH2:37][CH2:36][O:35][CH2:34][CH2:33]5)=[CH:28][CH:27]=4)[CH:22]=3)[CH2:17][CH2:16][CH2:15]2)[CH2:10][CH2:9]1)=O)(C)(C)C.[H-].[Al+3].[Li+].[H-].[H-].[H-].